Dataset: Peptide-MHC class II binding affinity with 134,281 pairs from IEDB. Task: Regression. Given a peptide amino acid sequence and an MHC pseudo amino acid sequence, predict their binding affinity value. This is MHC class II binding data. (1) The peptide sequence is DVALSEQGEFKLLSE. The MHC is DRB5_0101 with pseudo-sequence DRB5_0101. The binding affinity (normalized) is 0. (2) The MHC is HLA-DPA10201-DPB10501 with pseudo-sequence HLA-DPA10201-DPB10501. The binding affinity (normalized) is 0.656. The peptide sequence is CKDIKLSDISLKLTS.